Dataset: Full USPTO retrosynthesis dataset with 1.9M reactions from patents (1976-2016). Task: Predict the reactants needed to synthesize the given product. (1) The reactants are: [OH:1][C:2]1[CH:3]=[C:4]([C:12]2[N:16]=[CH:15][N:14](/[CH:17]=[CH:18]\[C:19]([O:21]C(C)C)=[O:20])[N:13]=2)[CH:5]=[C:6]([C:8]([F:11])([F:10])[F:9])[CH:7]=1.[Li+].[OH-]. Given the product [OH:1][C:2]1[CH:3]=[C:4]([C:12]2[N:16]=[CH:15][N:14](/[CH:17]=[CH:18]\[C:19]([OH:21])=[O:20])[N:13]=2)[CH:5]=[C:6]([C:8]([F:9])([F:10])[F:11])[CH:7]=1, predict the reactants needed to synthesize it. (2) Given the product [CH3:1][O:2][C:3](=[O:22])[C:4]1[CH:9]=[C:8]([O:10][C:41]2[CH:40]=[CH:39][C:38]([N+:44]([O-:46])=[O:45])=[C:37]([O:36][CH2:29][C:30]3[CH:35]=[CH:34][CH:33]=[CH:32][CH:31]=3)[CH:42]=2)[CH:7]=[CH:6][C:5]=1[NH:11][S:12]([C:15]1[CH:16]=[CH:17][C:18]([CH3:21])=[CH:19][CH:20]=1)(=[O:14])=[O:13], predict the reactants needed to synthesize it. The reactants are: [CH3:1][O:2][C:3](=[O:22])[C:4]1[CH:9]=[C:8]([OH:10])[CH:7]=[CH:6][C:5]=1[NH:11][S:12]([C:15]1[CH:20]=[CH:19][C:18]([CH3:21])=[CH:17][CH:16]=1)(=[O:14])=[O:13].C([O-])([O-])=O.[K+].[K+].[CH2:29]([O:36][C:37]1[CH:42]=[C:41](F)[CH:40]=[CH:39][C:38]=1[N+:44]([O-:46])=[O:45])[C:30]1[CH:35]=[CH:34][CH:33]=[CH:32][CH:31]=1. (3) Given the product [CH2:1]([C:5]1[CH:13]=[CH:12][C:8]([C:9]([NH2:11])=[O:10])=[CH:7][C:6]=1[NH:14][C:15]([NH:17][C:18]1[C:26]2[N:25]=[CH:24][N:23]([CH3:27])[C:22]=2[CH:21]=[CH:20][CH:19]=1)=[S:16])[CH:2]([CH3:4])[CH3:3], predict the reactants needed to synthesize it. The reactants are: [CH2:1]([C:5]1[CH:13]=[CH:12][C:8]([C:9]([NH2:11])=[O:10])=[CH:7][C:6]=1[N:14]=[C:15]=[S:16])[CH:2]([CH3:4])[CH3:3].[NH2:17][C:18]1[C:26]2[N:25]=[CH:24][N:23]([CH3:27])[C:22]=2[CH:21]=[CH:20][CH:19]=1.COC1C=CN=CC=1NC(NC1C2N=CN(C)C=2C=CC=1)=S.